From a dataset of NCI-60 drug combinations with 297,098 pairs across 59 cell lines. Regression. Given two drug SMILES strings and cell line genomic features, predict the synergy score measuring deviation from expected non-interaction effect. (1) Drug 1: C1CC(C1)(C(=O)O)C(=O)O.[NH2-].[NH2-].[Pt+2]. Drug 2: CC1=C(N=C(N=C1N)C(CC(=O)N)NCC(C(=O)N)N)C(=O)NC(C(C2=CN=CN2)OC3C(C(C(C(O3)CO)O)O)OC4C(C(C(C(O4)CO)O)OC(=O)N)O)C(=O)NC(C)C(C(C)C(=O)NC(C(C)O)C(=O)NCCC5=NC(=CS5)C6=NC(=CS6)C(=O)NCCC[S+](C)C)O. Cell line: DU-145. Synergy scores: CSS=47.3, Synergy_ZIP=-5.61, Synergy_Bliss=-6.18, Synergy_Loewe=-1.00, Synergy_HSA=0.977. (2) Drug 1: CC(CN1CC(=O)NC(=O)C1)N2CC(=O)NC(=O)C2. Drug 2: CC1=C(N=C(N=C1N)C(CC(=O)N)NCC(C(=O)N)N)C(=O)NC(C(C2=CN=CN2)OC3C(C(C(C(O3)CO)O)O)OC4C(C(C(C(O4)CO)O)OC(=O)N)O)C(=O)NC(C)C(C(C)C(=O)NC(C(C)O)C(=O)NCCC5=NC(=CS5)C6=NC(=CS6)C(=O)NCCC[S+](C)C)O. Cell line: OVCAR-5. Synergy scores: CSS=10.0, Synergy_ZIP=-3.85, Synergy_Bliss=-1.64, Synergy_Loewe=-2.95, Synergy_HSA=-1.20. (3) Drug 1: C#CCC(CC1=CN=C2C(=N1)C(=NC(=N2)N)N)C3=CC=C(C=C3)C(=O)NC(CCC(=O)O)C(=O)O. Drug 2: C1=NNC2=C1C(=O)NC=N2. Cell line: DU-145. Synergy scores: CSS=9.18, Synergy_ZIP=-5.22, Synergy_Bliss=-3.25, Synergy_Loewe=-24.3, Synergy_HSA=-5.35. (4) Drug 1: CC1C(C(CC(O1)OC2CC(OC(C2O)C)OC3=CC4=CC5=C(C(=O)C(C(C5)C(C(=O)C(C(C)O)O)OC)OC6CC(C(C(O6)C)O)OC7CC(C(C(O7)C)O)OC8CC(C(C(O8)C)O)(C)O)C(=C4C(=C3C)O)O)O)O. Drug 2: CC1CCC2CC(C(=CC=CC=CC(CC(C(=O)C(C(C(=CC(C(=O)CC(OC(=O)C3CCCCN3C(=O)C(=O)C1(O2)O)C(C)CC4CCC(C(C4)OC)O)C)C)O)OC)C)C)C)OC. Cell line: HT29. Synergy scores: CSS=39.2, Synergy_ZIP=-4.32, Synergy_Bliss=-1.06, Synergy_Loewe=-15.2, Synergy_HSA=0.0720. (5) Drug 1: C1CCC(C(C1)N)N.C(=O)(C(=O)[O-])[O-].[Pt+4]. Drug 2: COCCOC1=C(C=C2C(=C1)C(=NC=N2)NC3=CC=CC(=C3)C#C)OCCOC.Cl. Cell line: T-47D. Synergy scores: CSS=20.3, Synergy_ZIP=-5.86, Synergy_Bliss=-0.280, Synergy_Loewe=-4.05, Synergy_HSA=-1.82. (6) Drug 1: CC12CCC(CC1=CCC3C2CCC4(C3CC=C4C5=CN=CC=C5)C)O. Drug 2: CS(=O)(=O)OCCCCOS(=O)(=O)C. Cell line: HCT116. Synergy scores: CSS=19.9, Synergy_ZIP=-7.41, Synergy_Bliss=-0.762, Synergy_Loewe=-1.28, Synergy_HSA=-0.237. (7) Drug 1: C1=C(C(=O)NC(=O)N1)N(CCCl)CCCl. Drug 2: CN1C2=C(C=C(C=C2)N(CCCl)CCCl)N=C1CCCC(=O)O.Cl. Cell line: U251. Synergy scores: CSS=38.1, Synergy_ZIP=-2.01, Synergy_Bliss=-0.151, Synergy_Loewe=-6.50, Synergy_HSA=1.89.